Dataset: Full USPTO retrosynthesis dataset with 1.9M reactions from patents (1976-2016). Task: Predict the reactants needed to synthesize the given product. (1) Given the product [ClH:24].[CH3:26][C:27]1[CH:32]=[C:31]([N+:33]([O-:35])=[O:34])[CH:30]=[CH:29][C:28]=1[N:36]=[C:37]1[N:6]([CH2:7][CH:8]([CH3:10])[CH3:9])[C@@H:5]([C:4]([O:3][CH3:2])=[O:13])[CH2:11][S:38]1, predict the reactants needed to synthesize it. The reactants are: Cl.[CH3:2][O:3][C:4](=[O:13])[C@@H:5]([CH2:11]O)[NH:6][CH2:7][CH:8]([CH3:10])[CH3:9].COC(=O)[C@@H](CO)N.O=S(Cl)[Cl:24].[CH3:26][C:27]1[CH:32]=[C:31]([N+:33]([O-:35])=[O:34])[CH:30]=[CH:29][C:28]=1[N:36]=[C:37]=[S:38]. (2) Given the product [NH:47]1[CH:46]=[C:45]([C:2]2[CH:3]=[N:4][CH:5]=[CH:6][C:7]=2[O:8][C:9]2[C:14]([F:15])=[CH:13][C:12]([NH:16][C:17]([C:19]3[C:20](=[O:35])[N:21]([C:28]4[CH:33]=[CH:32][C:31]([F:34])=[CH:30][CH:29]=4)[CH:22]=[CH:23][C:24]=3[O:25][CH2:26][CH3:27])=[O:18])=[C:11]([F:36])[CH:10]=2)[CH:49]=[N:48]1, predict the reactants needed to synthesize it. The reactants are: Br[C:2]1[CH:3]=[N:4][CH:5]=[CH:6][C:7]=1[O:8][C:9]1[C:14]([F:15])=[CH:13][C:12]([NH:16][C:17]([C:19]2[C:20](=[O:35])[N:21]([C:28]3[CH:33]=[CH:32][C:31]([F:34])=[CH:30][CH:29]=3)[CH:22]=[CH:23][C:24]=2[O:25][CH2:26][CH3:27])=[O:18])=[C:11]([F:36])[CH:10]=1.CC1(C)C(C)(C)OB([C:45]2[CH:46]=[N:47][NH:48][CH:49]=2)O1.C(=O)([O-])[O-].[K+].[K+]. (3) The reactants are: [CH:1]1[C:13]2[CH:12]([CH2:14][O:15][C:16]([N:18]3[CH2:22][CH2:21][CH:20]([CH:23]([NH:27]C(OC(C)(C)C)=O)[C:24]([OH:26])=[O:25])[CH2:19]3)=[O:17])[C:11]3[C:6](=[CH:7][CH:8]=[CH:9][CH:10]=3)[C:5]=2[CH:4]=[CH:3][CH:2]=1.[CH3:35]OC(OC)(C)C. Given the product [CH:10]1[C:11]2[CH:12]([CH2:14][O:15][C:16]([N:18]3[CH2:22][CH2:21][CH:20]([CH:23]([NH2:27])[C:24]([O:26][CH3:35])=[O:25])[CH2:19]3)=[O:17])[C:13]3[C:5](=[CH:4][CH:3]=[CH:2][CH:1]=3)[C:6]=2[CH:7]=[CH:8][CH:9]=1, predict the reactants needed to synthesize it. (4) Given the product [ClH:1].[F:10][CH:9]([F:11])[O:8][C:7]1[N:6]([CH3:12])[N:5]=[C:4]([C:13]([F:16])([F:15])[F:14])[C:3]=1[CH2:2][S:19][C:18](=[NH:17])[NH2:20], predict the reactants needed to synthesize it. The reactants are: [Cl:1][CH2:2][C:3]1[C:4]([C:13]([F:16])([F:15])[F:14])=[N:5][N:6]([CH3:12])[C:7]=1[O:8][CH:9]([F:11])[F:10].[NH2:17][C:18]([NH2:20])=[S:19]. (5) Given the product [Cl:9][C:10]1[CH:15]=[C:14]([NH:16][C:17]2[C:18]3[C:25]4[CH2:26][CH2:27][N:28]([C:5](=[O:7])/[CH:4]=[CH:3]/[CH2:2][N:38]5[CH2:37][CH2:36][N:35]([C:33]([N:32]([CH3:41])[CH3:31])=[O:34])[CH2:40][CH2:39]5)[CH2:29][C:24]=4[S:23][C:19]=3[N:20]=[CH:21][N:22]=2)[CH:13]=[C:12]([OH:30])[CH:11]=1, predict the reactants needed to synthesize it. The reactants are: Br[CH2:2]/[CH:3]=[CH:4]/[C:5]([OH:7])=O.Cl.[Cl:9][C:10]1[CH:11]=[C:12]([OH:30])[CH:13]=[C:14]([NH:16][C:17]2[C:18]3[C:25]4[CH2:26][CH2:27][NH:28][CH2:29][C:24]=4[S:23][C:19]=3[N:20]=[CH:21][N:22]=2)[CH:15]=1.[CH3:31][N:32]([CH3:41])[C:33]([N:35]1[CH2:40][CH2:39][NH:38][CH2:37][CH2:36]1)=[O:34]. (6) Given the product [CH2:6]([O:5][C:3](=[O:4])[C:2]([C:13]1[CH:14]=[CH:15][CH:16]=[C:11]([Cl:10])[CH:12]=1)([F:9])[F:8])[CH3:7], predict the reactants needed to synthesize it. The reactants are: Br[C:2]([F:9])([F:8])[C:3]([O:5][CH2:6][CH3:7])=[O:4].[Cl:10][C:11]1[CH:16]=[CH:15][CH:14]=[C:13](I)[CH:12]=1.